This data is from Forward reaction prediction with 1.9M reactions from USPTO patents (1976-2016). The task is: Predict the product of the given reaction. The product is: [NH2:7][C:8]1[CH:13]=[CH:12][CH:11]=[CH:10][C:9]=1[NH:14][C:15](=[O:45])[CH:16]=[CH:17][C:18]1[CH:22]=[CH:21][N:20]([S:23]([C:26]2[CH:27]=[C:28]3[C:33](=[CH:34][CH:35]=2)[N:32]=[CH:31][N:30]=[C:29]3[NH:36][C:37]2[CH:42]=[CH:41][CH:40]=[C:39]([C:43]#[CH:44])[CH:38]=2)(=[O:25])=[O:24])[CH:19]=1. Given the reactants C(OC(=O)[NH:7][C:8]1[CH:13]=[CH:12][CH:11]=[CH:10][C:9]=1[NH:14][C:15](=[O:45])[CH:16]=[CH:17][C:18]1[CH:22]=[CH:21][N:20]([S:23]([C:26]2[CH:27]=[C:28]3[C:33](=[CH:34][CH:35]=2)[N:32]=[CH:31][N:30]=[C:29]3[NH:36][C:37]2[CH:42]=[CH:41][CH:40]=[C:39]([C:43]#[CH:44])[CH:38]=2)(=[O:25])=[O:24])[CH:19]=1)(C)(C)C.[Na+].[Cl-].N, predict the reaction product.